Dataset: Catalyst prediction with 721,799 reactions and 888 catalyst types from USPTO. Task: Predict which catalyst facilitates the given reaction. (1) Reactant: [I:1][C:2]1[CH:7]=[CH:6][C:5]([CH2:8][NH:9][N:10]=[C:11]2[C:15](=[O:16])[N:14]([C:17]3[CH:22]=[CH:21][CH:20]=[CH:19][C:18]=3[F:23])[N:13]=[C:12]2[C:24]2[CH:29]=[CH:28][CH:27]=[CH:26][C:25]=2F)=[CH:4][CH:3]=1.C(=O)([O-])[O-].[K+].[K+].C(=O)(O)[O-].[Na+]. Product: [F:23][C:18]1[CH:19]=[CH:20][CH:21]=[CH:22][C:17]=1[N:14]1[C:15](=[O:16])[C:11]2=[N:10][N:9]([CH2:8][C:5]3[CH:6]=[CH:7][C:2]([I:1])=[CH:3][CH:4]=3)[C:25]3[CH:26]=[CH:27][CH:28]=[CH:29][C:24]=3[C:12]2=[N:13]1. The catalyst class is: 16. (2) Reactant: Cl[C:2]1[N:6]=[C:5]([CH:7]2[CH2:12][CH:11]([C:13]3[CH:18]=[CH:17][C:16]([CH2:19][CH3:20])=[CH:15][CH:14]=3)[CH2:10][N:9]([C:21]([N:23]3[CH2:28][CH2:27][CH:26]([OH:29])[CH2:25][CH2:24]3)=[O:22])[CH2:8]2)[O:4][N:3]=1.[CH2:30]([NH:32][CH2:33][CH3:34])[CH3:31]. Product: [CH2:30]([N:32]([CH2:33][CH3:34])[C:2]1[N:6]=[C:5]([CH:7]2[CH2:12][CH:11]([C:13]3[CH:18]=[CH:17][C:16]([CH2:19][CH3:20])=[CH:15][CH:14]=3)[CH2:10][N:9]([C:21]([N:23]3[CH2:28][CH2:27][CH:26]([OH:29])[CH2:25][CH2:24]3)=[O:22])[CH2:8]2)[O:4][N:3]=1)[CH3:31]. The catalyst class is: 8. (3) Reactant: [CH:1]1([NH:7][C:8]([CH2:10][CH2:11][CH2:12][CH2:13]C(O)=O)=[O:9])[CH2:6][CH2:5][CH2:4][CH2:3][CH2:2]1.C([N:19]([CH2:22]C)CC)C.C(Cl)CCl.N[C@@H:29]([CH2:38][N:39]1[CH2:44][CH2:43][O:42][CH2:41][CH2:40]1)[C@H:30]([C:32]1[CH:37]=[CH:36][CH:35]=[CH:34][CH:33]=1)[OH:31].C[OH:46]. Product: [CH2:3]1[CH2:2][CH:1]([NH:7][C:8]([C@H:10]([CH2:11][CH2:12][CH3:13])[C:22]([NH:19][C@:30]([C:32]2[CH:33]=[CH:34][CH:35]=[CH:36][CH:37]=2)([OH:31])[CH2:29][CH2:38][N:39]2[CH2:40][CH2:41][O:42][CH2:43][CH2:44]2)=[O:46])=[O:9])[CH2:6][CH2:5][CH2:4]1. The catalyst class is: 2. (4) Reactant: [NH:1]1[C:5]2[CH:6]=[CH:7][C:8]([NH2:10])=[CH:9][C:4]=2[N:3]=[CH:2]1.[CH:11]1([C:17]2[CH:24]=[CH:23][C:20]([CH:21]=O)=[CH:19][CH:18]=2)[CH2:16][CH2:15][CH2:14][CH2:13][CH2:12]1.[Si](C#N)(C)(C)C.[N:31]1([C:36](N2C=CN=C2)=[O:37])C=CN=[CH:32]1. Product: [NH:1]1[C:5]2[CH:6]=[CH:7][C:8]([N:10]3[CH:21]([C:20]4[CH:23]=[CH:24][C:17]([CH:11]5[CH2:16][CH2:15][CH2:14][CH2:13][CH2:12]5)=[CH:18][CH:19]=4)[CH2:32][NH:31][C:36]3=[O:37])=[CH:9][C:4]=2[N:3]=[CH:2]1. The catalyst class is: 45. (5) Reactant: [CH3:1][C:2]([CH3:30])([O:4][C:5](=[O:29])[NH:6][CH:7]([C@H:17]1[CH2:22][CH2:21][C@H:20]([CH2:23][C:24]([O:26]CC)=[O:25])[CH2:19][CH2:18]1)[CH2:8][NH:9][C:10](=[O:16])[O:11][C:12]([CH3:15])([CH3:14])[CH3:13])[CH3:3].[OH-].[Na+]. The catalyst class is: 36. Product: [CH3:3][C:2]([CH3:30])([O:4][C:5](=[O:29])[NH:6][CH:7]([C@H:17]1[CH2:22][CH2:21][C@H:20]([CH2:23][C:24]([OH:26])=[O:25])[CH2:19][CH2:18]1)[CH2:8][NH:9][C:10](=[O:16])[O:11][C:12]([CH3:13])([CH3:14])[CH3:15])[CH3:1]. (6) Reactant: N12CCCN=C1CCCCC2.CN(C)[CH:14]=[O:15].[CH2:17]([C:21]1[N:22]([CH2:35][C:36]2[CH:41]=[CH:40][C:39]([C:42]3[C:43]([C:48](=[N:50][OH:51])[NH2:49])=[CH:44][CH:45]=[CH:46][CH:47]=3)=[CH:38][CH:37]=2)[C:23]([CH2:33][OH:34])=[C:24]([C:26]2[CH:31]=[CH:30][C:29]([F:32])=[CH:28][CH:27]=2)[N:25]=1)[CH2:18][CH2:19][CH3:20]. Product: [CH2:17]([C:21]1[N:22]([CH2:35][C:36]2[CH:41]=[CH:40][C:39]([C:42]3[CH:47]=[CH:46][CH:45]=[CH:44][C:43]=3[C:48]3[NH:49][C:14](=[O:15])[O:51][N:50]=3)=[CH:38][CH:37]=2)[C:23]([CH2:33][OH:34])=[C:24]([C:26]2[CH:31]=[CH:30][C:29]([F:32])=[CH:28][CH:27]=2)[N:25]=1)[CH2:18][CH2:19][CH3:20]. The catalyst class is: 6. (7) Reactant: [I:1][C:2]1[C:10]2[C:5](=[CH:6][CH:7]=[C:8]([C:11]3[S:12][C:13]([S:16][CH3:17])=[N:14][N:15]=3)[CH:9]=2)[NH:4][CH:3]=1.[H-].[Na+].[S:20](Cl)([C:23]1[CH:29]=[CH:28][C:26]([CH3:27])=[CH:25][CH:24]=1)(=[O:22])=[O:21]. Product: [I:1][C:2]1[C:10]2[C:5](=[CH:6][CH:7]=[C:8]([C:11]3[S:12][C:13]([S:16][CH3:17])=[N:14][N:15]=3)[CH:9]=2)[N:4]([S:20]([C:23]2[CH:29]=[CH:28][C:26]([CH3:27])=[CH:25][CH:24]=2)(=[O:22])=[O:21])[CH:3]=1. The catalyst class is: 3.